This data is from Reaction yield outcomes from USPTO patents with 853,638 reactions. The task is: Predict the reaction yield, written as a fraction of the theoretical maximum amount of product (1.0 means a 100% yield; for example, 0.34 means a 34% yield). The reactants are [Cl-].[Li+].[Cu]C#N.[Cl-].[F:7][C:8]1[CH:15]=[CH:14][C:11]([CH2:12][Zn+])=[CH:10][CH:9]=1.B(F)(F)F.CCOCC.[C:25]1([S:31]([C:34]2[CH:41]=[CH:40][C:37]([CH:38]=[O:39])=[CH:36][CH:35]=2)(=[O:33])=[O:32])[CH:30]=[CH:29][CH:28]=[CH:27][CH:26]=1. The catalyst is O1CCCC1. The product is [F:7][C:8]1[CH:15]=[CH:14][C:11]([CH2:12][CH:38]([C:37]2[CH:36]=[CH:35][C:34]([S:31]([C:25]3[CH:26]=[CH:27][CH:28]=[CH:29][CH:30]=3)(=[O:32])=[O:33])=[CH:41][CH:40]=2)[OH:39])=[CH:10][CH:9]=1. The yield is 0.900.